This data is from NCI-60 drug combinations with 297,098 pairs across 59 cell lines. The task is: Regression. Given two drug SMILES strings and cell line genomic features, predict the synergy score measuring deviation from expected non-interaction effect. (1) Drug 1: C1=NC2=C(N1)C(=S)N=C(N2)N. Drug 2: B(C(CC(C)C)NC(=O)C(CC1=CC=CC=C1)NC(=O)C2=NC=CN=C2)(O)O. Cell line: OVCAR-4. Synergy scores: CSS=27.0, Synergy_ZIP=2.50, Synergy_Bliss=3.41, Synergy_Loewe=3.48, Synergy_HSA=3.24. (2) Drug 1: C1=CC=C(C(=C1)C(C2=CC=C(C=C2)Cl)C(Cl)Cl)Cl. Drug 2: B(C(CC(C)C)NC(=O)C(CC1=CC=CC=C1)NC(=O)C2=NC=CN=C2)(O)O. Cell line: MDA-MB-435. Synergy scores: CSS=34.0, Synergy_ZIP=0.215, Synergy_Bliss=-0.783, Synergy_Loewe=-64.2, Synergy_HSA=-1.35. (3) Drug 1: CCC1=CC2CC(C3=C(CN(C2)C1)C4=CC=CC=C4N3)(C5=C(C=C6C(=C5)C78CCN9C7C(C=CC9)(C(C(C8N6C)(C(=O)OC)O)OC(=O)C)CC)OC)C(=O)OC.C(C(C(=O)O)O)(C(=O)O)O. Drug 2: CC12CCC3C(C1CCC2OP(=O)(O)O)CCC4=C3C=CC(=C4)OC(=O)N(CCCl)CCCl.[Na+]. Cell line: SF-268. Synergy scores: CSS=12.4, Synergy_ZIP=-1.38, Synergy_Bliss=-3.38, Synergy_Loewe=-36.2, Synergy_HSA=-2.44. (4) Drug 1: CCC1(CC2CC(C3=C(CCN(C2)C1)C4=CC=CC=C4N3)(C5=C(C=C6C(=C5)C78CCN9C7C(C=CC9)(C(C(C8N6C)(C(=O)OC)O)OC(=O)C)CC)OC)C(=O)OC)O.OS(=O)(=O)O. Drug 2: CC12CCC3C(C1CCC2O)C(CC4=C3C=CC(=C4)O)CCCCCCCCCS(=O)CCCC(C(F)(F)F)(F)F. Cell line: SK-MEL-28. Synergy scores: CSS=0.865, Synergy_ZIP=-0.267, Synergy_Bliss=-0.963, Synergy_Loewe=-3.66, Synergy_HSA=-1.97. (5) Drug 1: C1CNP(=O)(OC1)N(CCCl)CCCl. Drug 2: C1C(C(OC1N2C=NC(=NC2=O)N)CO)O. Cell line: U251. Synergy scores: CSS=-20.8, Synergy_ZIP=7.11, Synergy_Bliss=-5.90, Synergy_Loewe=-36.2, Synergy_HSA=-24.7. (6) Drug 1: CC1C(C(CC(O1)OC2CC(CC3=C2C(=C4C(=C3O)C(=O)C5=C(C4=O)C(=CC=C5)OC)O)(C(=O)CO)O)N)O.Cl. Drug 2: CC(C)(C#N)C1=CC(=CC(=C1)CN2C=NC=N2)C(C)(C)C#N. Cell line: NCI-H322M. Synergy scores: CSS=3.84, Synergy_ZIP=-3.61, Synergy_Bliss=-4.40, Synergy_Loewe=-4.00, Synergy_HSA=-3.99. (7) Drug 1: CC1=C(C=C(C=C1)C(=O)NC2=CC(=CC(=C2)C(F)(F)F)N3C=C(N=C3)C)NC4=NC=CC(=N4)C5=CN=CC=C5. Drug 2: C1=NC(=NC(=O)N1C2C(C(C(O2)CO)O)O)N. Cell line: U251. Synergy scores: CSS=16.3, Synergy_ZIP=-1.36, Synergy_Bliss=3.15, Synergy_Loewe=-1.30, Synergy_HSA=2.52. (8) Drug 1: C1CN(CCN1C(=O)CCBr)C(=O)CCBr. Drug 2: CC(C)CN1C=NC2=C1C3=CC=CC=C3N=C2N. Cell line: A498. Synergy scores: CSS=17.4, Synergy_ZIP=-2.69, Synergy_Bliss=-0.238, Synergy_Loewe=1.26, Synergy_HSA=-0.140.